Task: Binary Classification. Given a drug SMILES string, predict its activity (active/inactive) in a high-throughput screening assay against a specified biological target.. Dataset: HIV replication inhibition screening data with 41,000+ compounds from the AIDS Antiviral Screen (1) The drug is N#Cc1nc(-c2ccccc2C(=O)O)oc1N. The result is 0 (inactive). (2) The molecule is Cc1c2ccccc2n[c-](CS(=O)c2ccccc2)[n+]1=O. The result is 0 (inactive). (3) The compound is COc1cc(CNc2nc3ccccc3nc2-c2cccs2)cc(OC)c1OC. The result is 0 (inactive). (4) The drug is COC1CN(C)C(=Nc2cccc3ccccc23)S1. The result is 0 (inactive). (5) The drug is COc1ccc(C(C)=NNC(N)=O)cc1. The result is 0 (inactive). (6) The molecule is N#CC(=C(c1ccccc1)c1ccccn1)c1ccccc1. The result is 0 (inactive). (7) The molecule is Cc1ccc(-c2n[nH]c(=O)n2N2C(=O)c3ccccc3C2=O)cc1. The result is 0 (inactive). (8) The drug is CC(=O)OC1C2CCC1C1C2N=NN1c1ccc([N+](=O)[O-])cc1. The result is 0 (inactive).